Dataset: Full USPTO retrosynthesis dataset with 1.9M reactions from patents (1976-2016). Task: Predict the reactants needed to synthesize the given product. (1) Given the product [C:4]([O:3][C:1](=[O:2])[NH:8][C@@H:9]([CH2:10][C:11]1[CH:12]=[CH:13][C:14]([F:17])=[CH:15][CH:16]=1)[C:18]([N:26]1[CH2:27][CH2:28][CH:23]([OH:22])[CH2:24][CH2:25]1)=[O:20])([CH3:5])([CH3:6])[CH3:7], predict the reactants needed to synthesize it. The reactants are: [C:1]([NH:8][C@H:9]([C:18]([OH:20])=O)[CH2:10][C:11]1[CH:16]=[CH:15][C:14]([F:17])=[CH:13][CH:12]=1)([O:3][C:4]([CH3:7])([CH3:6])[CH3:5])=[O:2].Cl.[OH:22][CH:23]1[CH2:28][CH2:27][NH:26][CH2:25][CH2:24]1.C1C=CC2N(O)N=NC=2C=1.CCN(C(C)C)C(C)C.CCN=C=NCCCN(C)C. (2) Given the product [CH3:1][O:2][C:3]1[CH:8]=[C:7]([O:9][CH3:10])[CH:6]=[CH:5][C:4]=1/[CH:11]=[CH:12]\[CH:11]([S:18][CH:17](/[CH:12]=[CH:11]\[C:4]1[CH:5]=[CH:6][C:7]([O:9][CH3:10])=[CH:8][C:3]=1[O:2][CH3:1])[C:16]1[CH:19]=[CH:20][C:21]([O:23][CH3:24])=[CH:22][C:15]=1[O:14][CH3:13])[C:4]1[CH:5]=[CH:6][C:7]([O:9][CH3:10])=[CH:8][C:3]=1[O:2][CH3:1], predict the reactants needed to synthesize it. The reactants are: [CH3:1][O:2][C:3]1[CH:8]=[C:7]([O:9][CH3:10])[CH:6]=[CH:5][C:4]=1[C:11]#[CH:12].[CH3:13][O:14][C:15]1[CH:22]=[C:21]([O:23][CH3:24])[CH:20]=[CH:19][C:16]=1[CH2:17][SH:18].[Na].